Dataset: Full USPTO retrosynthesis dataset with 1.9M reactions from patents (1976-2016). Task: Predict the reactants needed to synthesize the given product. (1) Given the product [C:25]([O:24][C@@H:18]([C:9]1[C:8]([CH3:29])=[CH:7][C:5]2[N:6]=[C:2]([C:37]3[CH:38]=[C:39]4[C:34]([C:33](=[O:53])[N:32]([CH3:54])[N:31]4[CH3:30])=[CH:35][CH:36]=3)[S:3][C:4]=2[C:10]=1[C:11]1[CH:16]=[CH:15][C:14]([Cl:17])=[CH:13][CH:12]=1)[C:19]([O:21][CH2:22][CH3:23])=[O:20])([CH3:28])([CH3:27])[CH3:26], predict the reactants needed to synthesize it. The reactants are: Br[C:2]1[S:3][C:4]2[C:10]([C:11]3[CH:16]=[CH:15][C:14]([Cl:17])=[CH:13][CH:12]=3)=[C:9]([C@H:18]([O:24][C:25]([CH3:28])([CH3:27])[CH3:26])[C:19]([O:21][CH2:22][CH3:23])=[O:20])[C:8]([CH3:29])=[CH:7][C:5]=2[N:6]=1.[CH3:30][N:31]1[C:39]2[C:34](=[CH:35][CH:36]=[C:37]([Sn](CCCC)(CCCC)CCCC)[CH:38]=2)[C:33](=[O:53])[N:32]1[CH3:54].[Li+].[Cl-]. (2) Given the product [Cl:24][C:25]1[CH:33]=[CH:32][CH:31]=[C:30]([Cl:34])[C:26]=1[C:27]([NH:1][C:2]1[CH:7]=[N:6][C:5]([NH:8][C:9]2[CH:14]=[N:13][C:12]([N:15]3[CH2:20][CH2:19][N:18]([CH2:21][CH2:22][OH:23])[CH2:17][CH2:16]3)=[CH:11][CH:10]=2)=[N:4][CH:3]=1)=[O:28], predict the reactants needed to synthesize it. The reactants are: [NH2:1][C:2]1[CH:3]=[N:4][C:5]([NH:8][C:9]2[CH:10]=[CH:11][C:12]([N:15]3[CH2:20][CH2:19][N:18]([CH2:21][CH2:22][OH:23])[CH2:17][CH2:16]3)=[N:13][CH:14]=2)=[N:6][CH:7]=1.[Cl:24][C:25]1[CH:33]=[CH:32][CH:31]=[C:30]([Cl:34])[C:26]=1[C:27](Cl)=[O:28].C(N(CC)CC)C.